Dataset: Full USPTO retrosynthesis dataset with 1.9M reactions from patents (1976-2016). Task: Predict the reactants needed to synthesize the given product. (1) Given the product [CH2:8]([O:15][C:16]1[C:21]([CH3:22])=[CH:20][C:19]([CH2:23][C@@H:24]([O:42][C:43]([N:45]2[CH2:46][CH2:47][CH:48]([N:51]3[CH2:57][CH2:56][C:55]4[CH:58]=[CH:59][CH:60]=[CH:61][C:54]=4[NH:53][C:52]3=[O:62])[CH2:49][CH2:50]2)=[O:44])[C:25]([N:27]2[CH2:32][CH2:31][CH:30]([N:33]3[CH2:34][CH2:35][CH:36]([C:39]([O:41][CH2:2][C:3](=[O:4])[N:5]([CH3:7])[CH3:6])=[O:40])[CH2:37][CH2:38]3)[CH2:29][CH2:28]2)=[O:26])=[CH:18][C:17]=1[CH3:63])[C:9]1[CH:10]=[CH:11][CH:12]=[CH:13][CH:14]=1, predict the reactants needed to synthesize it. The reactants are: O[CH2:2][C:3]([N:5]([CH3:7])[CH3:6])=[O:4].[CH2:8]([O:15][C:16]1[C:21]([CH3:22])=[CH:20][C:19]([CH2:23][C@@H:24]([O:42][C:43]([N:45]2[CH2:50][CH2:49][CH:48]([N:51]3[CH2:57][CH2:56][C:55]4[CH:58]=[CH:59][CH:60]=[CH:61][C:54]=4[NH:53][C:52]3=[O:62])[CH2:47][CH2:46]2)=[O:44])[C:25]([N:27]2[CH2:32][CH2:31][CH:30]([N:33]3[CH2:38][CH2:37][CH:36]([C:39]([OH:41])=[O:40])[CH2:35][CH2:34]3)[CH2:29][CH2:28]2)=[O:26])=[CH:18][C:17]=1[CH3:63])[C:9]1[CH:14]=[CH:13][CH:12]=[CH:11][CH:10]=1.CN(C(ON1N=NC2C=CC=CC1=2)=[N+](C)C)C.[B-](F)(F)(F)F.C(N(CC)CC)C.C([O-])(O)=O.[Na+]. (2) Given the product [S:12](=[O:14])(=[O:13])([OH:16])[OH:15].[NH2:10][C:3]1[CH:4]=[N:5][N:6]([CH2:7][CH2:8][OH:9])[C:2]=1[NH2:1], predict the reactants needed to synthesize it. The reactants are: [NH2:1][C:2]1[N:6]([CH2:7][CH2:8][OH:9])[N:5]=[CH:4][C:3]=1[N:10]=O.[S:12](=[O:16])(=[O:15])([OH:14])[OH:13].